From a dataset of Reaction yield outcomes from USPTO patents with 853,638 reactions. Predict the reaction yield, written as a fraction of the theoretical maximum amount of product (1.0 means a 100% yield; for example, 0.34 means a 34% yield). (1) The reactants are I[C:2]1[C:3]([NH:11][CH:12]2[CH2:16][CH2:15][O:14][CH2:13]2)=[N:4][C:5]([S:9][CH3:10])=[N:6][C:7]=1[CH3:8].[C:17]([O:21][CH2:22][CH3:23])(=[O:20])[CH:18]=[CH2:19].C(N(CC)CC)C. The catalyst is CN(C=O)C.C(OCC)(=O)C.CCCCCC.C1C=CC([P]([Pd]([P](C2C=CC=CC=2)(C2C=CC=CC=2)C2C=CC=CC=2)([P](C2C=CC=CC=2)(C2C=CC=CC=2)C2C=CC=CC=2)[P](C2C=CC=CC=2)(C2C=CC=CC=2)C2C=CC=CC=2)(C2C=CC=CC=2)C2C=CC=CC=2)=CC=1. The product is [CH2:22]([O:21][C:17](=[O:20])/[CH:18]=[CH:19]/[C:2]1[C:7]([CH3:8])=[N:6][C:5]([S:9][CH3:10])=[N:4][C:3]=1[NH:11][CH:12]1[CH2:16][CH2:15][O:14][CH2:13]1)[CH3:23]. The yield is 0.850. (2) The reactants are [H-].[Na+].Br[C:4]1[C:13]2[C:8](=[CH:9][C:10]([O:16][CH3:17])=[C:11]([O:14][CH3:15])[CH:12]=2)[C:7]([C:18]#[N:19])=[CH:6][N:5]=1.[CH2:20]([O:22][C:23]1[CH:24]=[C:25]([CH:28]=[CH:29][CH:30]=1)[CH:26]=[O:27])[CH3:21].[I-].C[N+]1C=CN(C)C=1. The catalyst is CN(C=O)C.C(Cl)Cl.O. The product is [CH2:20]([O:22][C:23]1[CH:24]=[C:25]([CH:28]=[CH:29][CH:30]=1)[C:26]([C:4]1[C:13]2[C:8](=[CH:9][C:10]([O:16][CH3:17])=[C:11]([O:14][CH3:15])[CH:12]=2)[C:7]([C:18]#[N:19])=[CH:6][N:5]=1)=[O:27])[CH3:21]. The yield is 0.980. (3) The reactants are C[C:2](=[O:6])[C:3]([OH:5])=[O:4].[C:7]([C:15](OC)=O)(=O)[C:8]1C=C[CH:11]=[CH:10][CH:9]=1.C(O)CCCC=C. The catalyst is C1(C)C=CC(S(O)(=O)=O)=CC=1.CO. The product is [C:3]([O:5][CH2:11][CH2:10][CH2:9][CH2:8][CH:7]=[CH2:15])(=[O:4])[CH:2]=[O:6]. The yield is 0.640. (4) The reactants are [Br:1][C:2]1[C:7]([O:8][C:9]2[N:14]=[CH:13][C:12]([NH2:15])=[CH:11][CH:10]=2)=[CH:6][CH:5]=[CH:4][N:3]=1.[NH:16]1[C:24]2[C:19](=[CH:20][CH:21]=[CH:22][CH:23]=2)[C:18]([C:25](O)=[O:26])=[CH:17]1.C1CCC(N=C=NC2CCCCC2)CC1. The catalyst is CN(C=O)C. The product is [Br:1][C:2]1[C:7]([O:8][C:9]2[N:14]=[CH:13][C:12]([NH:15][C:25]([C:18]3[C:19]4[C:24](=[CH:23][CH:22]=[CH:21][CH:20]=4)[NH:16][CH:17]=3)=[O:26])=[CH:11][CH:10]=2)=[CH:6][CH:5]=[CH:4][N:3]=1. The yield is 0.200. (5) The reactants are [CH3:1][N:2]([CH3:27])[C:3]([O:5][C:6]1[CH:7]=[C:8]2[C:13](=[CH:14][CH:15]=1)[C@@H:12]([CH2:16][CH2:17][O:18][C:19]1[CH:24]=[CH:23][C:22]([Cl:25])=[C:21]([CH3:26])[CH:20]=1)[NH:11][CH2:10][CH2:9]2)=[O:4].FC(F)(F)C(N)=O.C(=O)([O-])[O-].[K+].[K+].C(=O)([O-])O.[Na+]. The catalyst is CO. The product is [CH3:27][N:2]([CH3:1])[C:3](=[O:4])[O:5][C:6]1[CH:7]=[C:8]2[C:13](=[CH:14][CH:15]=1)[C@@H:12]([CH2:16][CH2:17][O:18][C:19]1[CH:24]=[CH:23][C:22]([Cl:25])=[C:21]([CH3:26])[CH:20]=1)[NH:11][CH2:10][CH2:9]2. The yield is 0.730. (6) The product is [CH3:4][O:5][C:6]1[CH:7]=[CH:8][C:9]([CH2:10][N:11]2[CH:15]=[C:14]([C:16]3[N:17]=[C:18]([O:21][C:22]4[CH:27]=[CH:26][CH:25]=[C:24]([CH3:28])[N:23]=4)[S:19][CH:20]=3)[C:13]([C:29](=[O:30])[CH3:1])=[N:12]2)=[CH:35][CH:36]=1. The catalyst is C1COCC1.CCOC(C)=O.Cl. The yield is 1.00. The reactants are [CH3:1][Mg]Br.[CH3:4][O:5][C:6]1[CH:36]=[CH:35][C:9]([CH2:10][N:11]2[CH:15]=[C:14]([C:16]3[N:17]=[C:18]([O:21][C:22]4[CH:27]=[CH:26][CH:25]=[C:24]([CH3:28])[N:23]=4)[S:19][CH:20]=3)[C:13]([C:29](N(OC)C)=[O:30])=[N:12]2)=[CH:8][CH:7]=1. (7) The reactants are [CH3:1][C:2]([NH2:10])([CH3:9])[CH2:3][NH:4][C:5]([CH3:8])([CH3:7])[CH3:6].[CH3:11][C:12]([CH2:14][CH3:15])=O.[OH-:16].[Na+].[CH:18](Cl)(Cl)Cl. No catalyst specified. The product is [C:5]([N:4]1[CH2:3][C:2]([CH3:9])([CH3:1])[NH:10][C:12]([CH2:14][CH3:15])([CH3:18])[C:11]1=[O:16])([CH3:8])([CH3:7])[CH3:6]. The yield is 0.990.